Dataset: Forward reaction prediction with 1.9M reactions from USPTO patents (1976-2016). Task: Predict the product of the given reaction. (1) Given the reactants [NH2:1][C:2]1[CH2:6][CH2:5][CH:4]([CH:7]([CH3:9])[CH3:8])[C:3]=1[C:10]([O:12]C)=O.C([O-])=O.[NH4+].[CH:18]([NH2:20])=O, predict the reaction product. The product is: [CH:7]([CH:4]1[C:3]2[C:10]([OH:12])=[N:20][CH:18]=[N:1][C:2]=2[CH2:6][CH2:5]1)([CH3:9])[CH3:8]. (2) The product is: [NH:37]1[CH:36]=[C:35]([C:2]2[CH:3]=[C:4]([NH:8][C:9](=[O:26])[C@@H:10]([NH:18][C:19](=[O:25])[O:20][C:21]([CH3:24])([CH3:23])[CH3:22])[CH2:11][C:12]3[CH:17]=[CH:16][CH:15]=[CH:14][CH:13]=3)[CH:5]=[CH:6][CH:7]=2)[CH:39]=[N:38]1. Given the reactants Br[C:2]1[CH:3]=[C:4]([NH:8][C:9](=[O:26])[C@@H:10]([NH:18][C:19](=[O:25])[O:20][C:21]([CH3:24])([CH3:23])[CH3:22])[CH2:11][C:12]2[CH:17]=[CH:16][CH:15]=[CH:14][CH:13]=2)[CH:5]=[CH:6][CH:7]=1.CC1(C)C(C)(C)OB([C:35]2[CH:36]=[N:37][NH:38][CH:39]=2)O1, predict the reaction product. (3) The product is: [CH3:20][O:19][CH2:18][C:14]1[CH:13]=[C:12]([CH:17]=[CH:16][CH:15]=1)[CH2:11][CH:3]([C:4](=[O:5])[CH3:6])[C:2]([O:8][CH3:9])=[O:7]. Given the reactants [Na].[C:2]([O:8][CH3:9])(=[O:7])[CH2:3][C:4]([CH3:6])=[O:5].Br[CH2:11][C:12]1[CH:17]=[CH:16][CH:15]=[C:14]([CH2:18][O:19][CH3:20])[CH:13]=1, predict the reaction product. (4) The product is: [C:1]([O:4][C@@H:5]([C:31]1[CH:36]=[CH:35][CH:34]=[CH:33][CH:32]=1)[C:6]([O:8][C@H:9]([C:20]1[CH:25]=[CH:24][C:23]([O:26][CH:27]([F:29])[F:28])=[C:22]([O:30][CH3:39])[CH:21]=1)[CH2:10][C:11]1[C:12]([Cl:19])=[CH:13][N+:14]([O-:18])=[CH:15][C:16]=1[Cl:17])=[O:7])(=[O:3])[CH3:2]. Given the reactants [C:1]([O:4][C@@H:5]([C:31]1[CH:36]=[CH:35][CH:34]=[CH:33][CH:32]=1)[C:6]([O:8][C@H:9]([C:20]1[CH:25]=[CH:24][C:23]([O:26][CH:27]([F:29])[F:28])=[C:22]([OH:30])[CH:21]=1)[CH2:10][C:11]1[C:16]([Cl:17])=[CH:15][N+:14]([O-:18])=[CH:13][C:12]=1[Cl:19])=[O:7])(=[O:3])[CH3:2].CI.[C:39](=O)([O-])[O-].[K+].[K+], predict the reaction product. (5) The product is: [CH2:21]([O:20][Si:17]([O:23][CH2:24][CH3:25])([O:16][CH2:14][CH3:15])/[CH:18]=[CH:19]/[Sn:5]([CH2:1][CH2:2][CH2:3][CH3:4])([CH2:6][CH2:7][CH2:8][CH3:9])[CH2:10][CH2:11][CH2:12][CH3:13])[CH3:22]. Given the reactants [CH2:1]([SnH:5]([CH2:10][CH2:11][CH2:12][CH3:13])[CH2:6][CH2:7][CH2:8][CH3:9])[CH2:2][CH2:3][CH3:4].[CH2:14]([O:16][Si:17]([O:23][CH2:24][CH3:25])([O:20][CH2:21][CH3:22])[C:18]#[CH:19])[CH3:15], predict the reaction product. (6) The product is: [CH3:32][O:31][C:29]1[CH:28]=[C:27]([CH2:33][O:34][C:35]2[CH:36]=[C:37]([NH:40][C:17]([C:15]3[S:16][C:12]([N:9]4[CH2:8][CH2:7][N:6]([CH3:5])[CH2:11][CH2:10]4)=[CH:13][CH:14]=3)=[O:19])[NH:38][N:39]=2)[CH:26]=[C:25]([O:24][CH3:23])[CH:30]=1. Given the reactants C[Al](C)C.[CH3:5][N:6]1[CH2:11][CH2:10][N:9]([C:12]2[S:16][C:15]([C:17]([O:19]CC)=O)=[CH:14][CH:13]=2)[CH2:8][CH2:7]1.Cl.[CH3:23][O:24][C:25]1[CH:26]=[C:27]([CH2:33][O:34][C:35]2[CH:36]=[C:37]([NH2:40])[NH:38][N:39]=2)[CH:28]=[C:29]([O:31][CH3:32])[CH:30]=1.C(C(C(C([O-])=O)O)O)([O-])=O.[Na+].[K+], predict the reaction product.